From a dataset of Forward reaction prediction with 1.9M reactions from USPTO patents (1976-2016). Predict the product of the given reaction. (1) Given the reactants [CH2:1]([NH:8][CH2:9][CH2:10][C:11]([C:23]1[CH:28]=[CH:27][C:26]([Cl:29])=[C:25]([Cl:30])[CH:24]=1)([OH:22])[CH2:12][O:13][C:14]1[CH:19]=[CH:18][C:17]([O:20][CH3:21])=[CH:16][CH:15]=1)[C:2]1[CH:7]=[CH:6][CH:5]=[CH:4][CH:3]=1.C(N(CC)CC)C.[Cl:38][CH2:39][C:40](Cl)=[O:41], predict the reaction product. The product is: [CH2:1]([N:8]([CH2:9][CH2:10][C:11]([C:23]1[CH:28]=[CH:27][C:26]([Cl:29])=[C:25]([Cl:30])[CH:24]=1)([OH:22])[CH2:12][O:13][C:14]1[CH:19]=[CH:18][C:17]([O:20][CH3:21])=[CH:16][CH:15]=1)[C:40](=[O:41])[CH2:39][Cl:38])[C:2]1[CH:3]=[CH:4][CH:5]=[CH:6][CH:7]=1. (2) Given the reactants Br[C:2]1[CH:3]=[CH:4][C:5]([NH:8][C:9](=[O:28])[CH2:10][C:11]2[CH:16]=[CH:15][C:14]([O:17][C:18]3[CH:23]=[CH:22][C:21]([N+:24]([O-:26])=[O:25])=[C:20]([OH:27])[CH:19]=3)=[CH:13][CH:12]=2)=[N:6][CH:7]=1.[Cl:29][C:30]1[CH:31]=[C:32](B(O)O)[CH:33]=[CH:34][CH:35]=1.C([O-])([O-])=O.[Na+].[Na+], predict the reaction product. The product is: [Cl:29][C:30]1[CH:35]=[C:34]([C:2]2[CH:3]=[CH:4][C:5]([NH:8][C:9](=[O:28])[CH2:10][C:11]3[CH:16]=[CH:15][C:14]([O:17][C:18]4[CH:23]=[CH:22][C:21]([N+:24]([O-:26])=[O:25])=[C:20]([OH:27])[CH:19]=4)=[CH:13][CH:12]=3)=[N:6][CH:7]=2)[CH:33]=[CH:32][CH:31]=1. (3) Given the reactants [C:1](P(C(C)(C)C)C1C=CC=CC=1C1C=CC=CC=1)(C)(C)C.ClC1[CH:31]=[CH:30][C:29]2[N:28]([CH:32]=[C:33]([C:35]3[CH:40]=[CH:39][N:38]=[CH:37][CH:36]=3)[CH3:34])[C:27]3[CH2:41][CH2:42][N:43]([CH3:45])[CH2:44][C:26]=3[C:25]=2[CH:24]=1.CC(C)([O-])C.[Na+].[CH3:52][N:53]1[CH2:58][CH2:57][NH:56][CH2:55][CH2:54]1, predict the reaction product. The product is: [CH3:45][N:43]1[CH2:42][CH2:41][C:27]2[N:28](/[CH:32]=[C:33](/[C:35]3[CH:36]=[CH:37][N:38]=[CH:39][CH:40]=3)\[CH3:34])[C:29]3[CH:30]=[CH:31][C:52]([N:53]4[CH2:58][CH2:57][N:56]([CH3:1])[CH2:55][CH2:54]4)=[CH:24][C:25]=3[C:26]=2[CH2:44]1. (4) Given the reactants [N:1]1[C:10]2[C:5](=[N:6][CH:7]=[CH:8][N:9]=2)[C:4]([NH:11][CH2:12][CH2:13][C:14]2[CH:19]=[CH:18][C:17]([OH:20])=[CH:16][CH:15]=2)=[N:3][CH:2]=1.N1C=CN=C1.[Si:26](Cl)([C:29]([CH3:32])([CH3:31])[CH3:30])([CH3:28])[CH3:27], predict the reaction product. The product is: [Si:26]([O:20][C:17]1[CH:18]=[CH:19][C:14]([CH2:13][CH2:12][NH:11][C:4]2[C:5]3[C:10](=[N:9][CH:8]=[CH:7][N:6]=3)[N:1]=[CH:2][N:3]=2)=[CH:15][CH:16]=1)([C:29]([CH3:32])([CH3:31])[CH3:30])([CH3:28])[CH3:27]. (5) Given the reactants [F:1][C:2]1[C:25]([F:26])=[CH:24][CH:23]=[CH:22][C:3]=1[CH2:4][N:5]1[C:9]2=[N:10][C:11]([CH3:21])=[C:12]([C:15](=[O:20])[C:16]([O:18][CH3:19])=[O:17])[C:13]([I:14])=[C:8]2[CH:7]=[CH:6]1.CB1N2CCC[C@@H]2C(C2C=CC=CC=2)(C2C=CC=CC=2)O1.CCO.C(=O)=O.C([O-])([O-])=O.[Na+].[Na+].O, predict the reaction product. The product is: [F:1][C:2]1[C:25]([F:26])=[CH:24][CH:23]=[CH:22][C:3]=1[CH2:4][N:5]1[C:9]2=[N:10][C:11]([CH3:21])=[C:12]([C@H:15]([OH:20])[C:16]([O:18][CH3:19])=[O:17])[C:13]([I:14])=[C:8]2[CH:7]=[CH:6]1. (6) Given the reactants [Cl:1][C:2]1[CH:3]=[C:4]([C:9](=[CH2:15])[C:10]([O:12][CH2:13][CH3:14])=[O:11])[CH:5]=[CH:6][C:7]=1[Cl:8].Cl.[CH2:17]([O:19][C:20](=[O:24])[CH2:21][CH2:22][NH2:23])[CH3:18].O, predict the reaction product. The product is: [CH2:17]([O:19][C:20](=[O:24])[CH2:21][CH2:22][NH:23][CH2:15][CH:9]([C:4]1[CH:5]=[CH:6][C:7]([Cl:8])=[C:2]([Cl:1])[CH:3]=1)[C:10]([O:12][CH2:13][CH3:14])=[O:11])[CH3:18].